Dataset: Catalyst prediction with 721,799 reactions and 888 catalyst types from USPTO. Task: Predict which catalyst facilitates the given reaction. (1) Reactant: Cl.[OH:2][CH:3]1[O:11][C@H:10]([CH2:12][OH:13])[C@@H:8]([OH:9])[C@H:6]([OH:7])[C@H:4]1[NH2:5].[CH3:18][Si:17]([CH3:20])([CH3:19])N[Si:17]([CH3:20])([CH3:19])[CH3:18].Cl[Si:24]([CH3:27])([CH3:26])[CH3:25]. Product: [NH2:5][C@@H:4]1[C@@H:6]([O:7][Si:17]([CH3:20])([CH3:19])[CH3:18])[C@H:8]([O:9][Si:17]([CH3:20])([CH3:19])[CH3:18])[C@@H:10]([CH2:12][O:13][Si:17]([CH3:18])([CH3:19])[CH3:20])[O:11][C@@H:3]1[O:2][Si:24]([CH3:27])([CH3:26])[CH3:25]. The catalyst class is: 17. (2) Reactant: Cl[C:2]1[C:7]([N+:8]([O-:10])=[O:9])=[CH:6][CH:5]=[CH:4][C:3]=1[N+:11]([O-:13])=[O:12].[NH2:14][CH2:15][C:16]([F:21])([F:20])[C:17]([OH:19])=[O:18].C(=O)([O-])O.[Na+].O. Product: [N+:11]([C:3]1[CH:4]=[CH:5][CH:6]=[C:7]([N+:8]([O-:10])=[O:9])[C:2]=1[NH:14][CH2:15][C:16]([F:21])([F:20])[C:17]([OH:19])=[O:18])([O-:13])=[O:12]. The catalyst class is: 5. (3) The catalyst class is: 2. Product: [CH2:12]([N:14]([CH2:17][CH3:18])[CH2:15][CH3:16])[CH3:13].[C:4]([O:3][C:1]([N:25]1[CH2:26][C@H:21]([CH2:19][CH3:20])[N:22]([CH2:28][C:29]([OH:31])=[O:30])[CH2:23][C@H:24]1[CH3:27])=[O:8])([CH3:5])([CH3:6])[CH3:7]. Reactant: [C:1]([O:8]C([O-])=O)([O:3][C:4]([CH3:7])([CH3:6])[CH3:5])=O.[CH2:12]([N:14]([CH2:17][CH3:18])[CH2:15][CH3:16])[CH3:13].[CH2:19]([C@H:21]1[CH2:26][NH:25][C@H:24]([CH3:27])[CH2:23][N:22]1[CH2:28][C:29]([OH:31])=[O:30])[CH3:20]. (4) Reactant: Cl.[CH3:2][O:3][C:4]([CH:6]1[CH2:11][N:10]([C:12]2[S:13][CH:14]=[C:15]([C:17]3[CH2:21][CH:20]([C:22]4[C:27]([F:28])=[CH:26][CH:25]=[CH:24][C:23]=4[F:29])[O:19][N:18]=3)[N:16]=2)[CH2:9][CH2:8][NH:7]1)=[O:5].C(N(C(C)C)C(C)C)C.[CH3:39][C:40]1[N:44]([CH2:45][C:46](O)=[O:47])[N:43]=[C:42]([C:49]([F:52])([F:51])[F:50])[CH:41]=1.F[P-](F)(F)(F)(F)F.N1(O[P+](N(C)C)(N(C)C)N(C)C)C2C=CC=CC=2N=N1. Product: [CH3:2][O:3][C:4]([CH:6]1[CH2:11][N:10]([C:12]2[S:13][CH:14]=[C:15]([C:17]3[CH2:21][CH:20]([C:22]4[C:27]([F:28])=[CH:26][CH:25]=[CH:24][C:23]=4[F:29])[O:19][N:18]=3)[N:16]=2)[CH2:9][CH2:8][N:7]1[C:46](=[O:47])[CH2:45][N:44]1[C:40]([CH3:39])=[CH:41][C:42]([C:49]([F:52])([F:51])[F:50])=[N:43]1)=[O:5]. The catalyst class is: 9. (5) Reactant: [N:1]1[CH:6]=[CH:5][N:4]=[CH:3][C:2]=1[NH2:7].Cl[CH2:9][CH:10]=O. Product: [N:7]1[CH:9]=[CH:10][N:1]2[CH:6]=[CH:5][N:4]=[CH:3][C:2]=12. The catalyst class is: 14. (6) Reactant: [CH:1]([N:14]1[CH2:17][CH:16](OS(C)(=O)=O)[CH2:15]1)([C:8]1[CH:13]=[CH:12][CH:11]=[CH:10][CH:9]=1)[C:2]1[CH:7]=[CH:6][CH:5]=[CH:4][CH:3]=1.[N-:23]=[N+]=[N-].[Na+].C([O-])(O)=O.[Na+].C1(P(C2C=CC=CC=2)C2C=CC=CC=2)C=CC=CC=1.[NH4+].[OH-]. Product: [CH:1]([N:14]1[CH2:17][CH:16]([NH2:23])[CH2:15]1)([C:8]1[CH:13]=[CH:12][CH:11]=[CH:10][CH:9]=1)[C:2]1[CH:7]=[CH:6][CH:5]=[CH:4][CH:3]=1. The catalyst class is: 827. (7) Reactant: [Cl:1][C:2]1[CH:11]=[CH:10][C:5]([C:6]([O:8]C)=[O:7])=[CH:4][C:3]=1[C:12]([C:15]#[N:16])([CH3:14])[CH3:13].[OH-].[Li+].CO.O. Product: [Cl:1][C:2]1[CH:11]=[CH:10][C:5]([C:6]([OH:8])=[O:7])=[CH:4][C:3]=1[C:12]([C:15]#[N:16])([CH3:14])[CH3:13]. The catalyst class is: 7. (8) Reactant: [F:1][C@@H:2]1[CH2:6][CH2:5][N:4]([C:7](=[O:40])[C:8]([N:10]([CH3:39])[C:11]23[CH2:19][CH2:18][CH:15]([CH2:16][CH2:17]2)[CH2:14][N:13]2[C:20](=[O:38])[C:21]([O:29]C(C4C=CC=CC=4)=O)=[C:22]([C:24]([O:26]CC)=O)[N:23]=[C:12]32)=[O:9])[CH2:3]1.CNC.CO.[F:46][C:47]1[CH:52]=[CH:51][C:50]([CH2:53][NH2:54])=[CH:49][CH:48]=1.C(N(CC)CC)C. Product: [F:46][C:47]1[CH:52]=[CH:51][C:50]([CH2:53][NH:54][C:24]([C:22]2[N:23]=[C:12]3[C:11]4([N:10]([C:8](=[O:9])[C:7]([N:4]5[CH2:5][CH2:6][C@@H:2]([F:1])[CH2:3]5)=[O:40])[CH3:39])[CH2:17][CH2:16][CH:15]([CH2:18][CH2:19]4)[CH2:14][N:13]3[C:20](=[O:38])[C:21]=2[OH:29])=[O:26])=[CH:49][CH:48]=1. The catalyst class is: 8. (9) Reactant: [F:1][C:2]1[C:3]([N:19]2[CH:23]=[C:22]([CH2:24][N:25]3[CH:29]=[CH:28][CH:27]=[N:26]3)[N:21]=[N:20]2)=[C:4](N2CC(CNC(=O)C)OC2=O)[CH:5]=[CH:6][CH:7]=1.Cl.[C:31](=[O:34])([O-])[O-:32].[Na+].[Na+]. Product: [NH2:19][CH2:23][CH:22]1[O:32][C:31](=[O:34])[N:25]([C:6]2[CH:5]=[CH:4][C:3]([N:19]3[CH:23]=[C:22]([CH2:24][N:25]4[CH:29]=[CH:28][CH:27]=[N:26]4)[N:21]=[N:20]3)=[C:2]([F:1])[CH:7]=2)[CH2:24]1. The catalyst class is: 5.